From a dataset of Forward reaction prediction with 1.9M reactions from USPTO patents (1976-2016). Predict the product of the given reaction. (1) Given the reactants [NH2:1][CH:2]([C:7]1[CH:12]=[CH:11][C:10]([S:13][CH2:14][CH:15]2[CH2:17][CH2:16]2)=[CH:9][CH:8]=1)[C:3]([CH3:6])([OH:5])[CH3:4].[Cl:18][C:19]1[C:27]([C:28]([F:31])([F:30])[F:29])=[CH:26][CH:25]=[CH:24][C:20]=1[C:21](Cl)=[O:22].C(=O)(O)[O-].[Na+], predict the reaction product. The product is: [Cl:18][C:19]1[C:27]([C:28]([F:29])([F:30])[F:31])=[CH:26][CH:25]=[CH:24][C:20]=1[C:21]([NH:1][CH:2]([C:7]1[CH:8]=[CH:9][C:10]([S:13][CH2:14][CH:15]2[CH2:16][CH2:17]2)=[CH:11][CH:12]=1)[C:3]([OH:5])([CH3:6])[CH3:4])=[O:22]. (2) Given the reactants [Cl:1][C:2]1[CH:3]=[CH:4][C:5]([O:18][CH2:19][C:20]2[CH:25]=[CH:24][C:23]([Cl:26])=[CH:22][C:21]=2[F:27])=[C:6]([CH2:8][C:9]2[N:14]=[C:13]([C:15]#[N:16])[CH:12]=[CH:11][C:10]=2[CH3:17])[CH:7]=1.[OH-:28].[Na+], predict the reaction product. The product is: [Cl:1][C:2]1[CH:3]=[CH:4][C:5]([O:18][CH2:19][C:20]2[CH:25]=[CH:24][C:23]([Cl:26])=[CH:22][C:21]=2[F:27])=[C:6]([CH2:8][C:9]2[N:14]=[C:13]([C:15]([NH2:16])=[O:28])[CH:12]=[CH:11][C:10]=2[CH3:17])[CH:7]=1. (3) Given the reactants [CH3:1][O:2][C:3]1[CH:8]=[CH:7][C:6]([N:9]2[CH2:14][CH2:13][NH:12][CH2:11][CH2:10]2)=[CH:5][CH:4]=1.[C:15]1([C:23]2[CH:28]=[CH:27][CH:26]=[CH:25][CH:24]=2)[CH:20]=[CH:19][CH:18]=[C:17]([CH:21]=O)[CH:16]=1.[BH-](OC(C)=O)(OC(C)=O)OC(C)=O.[Na+].C1(C2C=CC=CC=2)C=CC=CC=1CN1CCN(C2C=CC=CC=2)CC1, predict the reaction product. The product is: [C:15]1([C:23]2[CH:24]=[CH:25][CH:26]=[CH:27][CH:28]=2)[CH:20]=[CH:19][CH:18]=[C:17]([CH2:21][N:12]2[CH2:13][CH2:14][N:9]([C:6]3[CH:5]=[CH:4][C:3]([O:2][CH3:1])=[CH:8][CH:7]=3)[CH2:10][CH2:11]2)[CH:16]=1. (4) Given the reactants [CH3:1][S:2](Cl)(=[O:4])=[O:3].C(N(CC)CC)C.[OH:13][CH:14]([C:16]1[CH:20]=[C:19]([C:21]2[CH:22]=[C:23]([CH:26]=[CH:27][CH:28]=2)[C:24]#[N:25])[O:18][N:17]=1)C, predict the reaction product. The product is: [C:24]([C:23]1[CH:22]=[C:21]([C:19]2[O:18][N:17]=[C:16]([CH2:14][O:13][S:2]([CH3:1])(=[O:4])=[O:3])[CH:20]=2)[CH:28]=[CH:27][CH:26]=1)#[N:25]. (5) Given the reactants [CH3:1][O:2][C:3]([C@@H:5]([N:13]1[CH2:21][C:17]2[CH:18]=[CH:19][S:20][C:16]=2[CH2:15][CH2:14]1)[C:6]1[CH:7]=[CH:8][CH:9]=[CH:10][C:11]=1[Cl:12])=[O:4].[C@@:22]12([CH2:32][S:33]([OH:36])(=[O:35])=[O:34])[C:29]([CH3:31])([CH3:30])[CH:26]([CH2:27][CH2:28]1)[CH2:25][C:23]2=[O:24], predict the reaction product. The product is: [CH3:1][O:2][C:3]([C@@H:5]([N:13]1[CH2:21][C:17]2[CH:18]=[CH:19][S:20][C:16]=2[CH2:15][CH2:14]1)[C:6]1[CH:7]=[CH:8][CH:9]=[CH:10][C:11]=1[Cl:12])=[O:4].[C@@:22]12([CH2:32][S:33]([O-:36])(=[O:34])=[O:35])[C:29]([CH3:31])([CH3:30])[CH:26]([CH2:27][CH2:28]1)[CH2:25][C:23]2=[O:24]. (6) Given the reactants FC(F)(F)C(O)=O.COC[O:11][C:12]1[CH:39]=[CH:38][C:37]([CH2:40][N:41]2[CH2:46][CH2:45][CH2:44][CH2:43][CH2:42]2)=[CH:36][C:13]=1[C:14]([NH:16][C:17]1[CH:29]=[C:28]([C:30]2[CH:35]=[CH:34][CH:33]=[CH:32][CH:31]=2)[CH:27]=[CH:26][C:18]=1[C:19]([O:21]C(C)(C)C)=[O:20])=[O:15].C(Cl)[Cl:48], predict the reaction product. The product is: [ClH:48].[OH:11][C:12]1[CH:39]=[CH:38][C:37]([CH2:40][N:41]2[CH2:42][CH2:43][CH2:44][CH2:45][CH2:46]2)=[CH:36][C:13]=1[C:14]([NH:16][C:17]1[CH:29]=[C:28]([C:30]2[CH:31]=[CH:32][CH:33]=[CH:34][CH:35]=2)[CH:27]=[CH:26][C:18]=1[C:19]([OH:21])=[O:20])=[O:15]. (7) Given the reactants [CH3:1][O:2][C:3]1[CH:8]=[CH:7][C:6]([C:9]2[CH:14]=[CH:13][C:12]([S:15]([OH:18])(=O)=[O:16])=[CH:11][CH:10]=2)=[CH:5][CH:4]=1.S(Cl)([Cl:21])=O, predict the reaction product. The product is: [CH3:1][O:2][C:3]1[CH:8]=[CH:7][C:6]([C:9]2[CH:14]=[CH:13][C:12]([S:15]([Cl:21])(=[O:18])=[O:16])=[CH:11][CH:10]=2)=[CH:5][CH:4]=1. (8) Given the reactants Cl.Cl.Cl.[O:4]1[C:8]2=[C:9]([N:13]3[CH2:18][CH2:17][N:16]([CH2:19][CH2:20][C@H:21]4[CH2:26][CH2:25][C@H:24]([NH2:27])[CH2:23][CH2:22]4)[CH2:15][CH2:14]3)[N:10]=[CH:11][CH:12]=[C:7]2[CH2:6][CH2:5]1.[OH:28][C:29]([CH3:35])([CH3:34])[CH2:30][C:31](O)=[O:32], predict the reaction product. The product is: [O:4]1[C:8]2=[C:9]([N:13]3[CH2:18][CH2:17][N:16]([CH2:19][CH2:20][C@H:21]4[CH2:26][CH2:25][C@H:24]([NH:27][C:31](=[O:32])[CH2:30][C:29]([OH:28])([CH3:35])[CH3:34])[CH2:23][CH2:22]4)[CH2:15][CH2:14]3)[N:10]=[CH:11][CH:12]=[C:7]2[CH2:6][CH2:5]1. (9) The product is: [C:1](=[O:47])([O:35][CH2:36][CH2:37][CH2:38][OH:39])[O:2][CH2:3][O:4][C:5]1[C:6](=[O:34])[C:7]([C:22]([NH:24][CH2:25][C:26]2[CH:31]=[CH:30][C:29]([F:32])=[CH:28][C:27]=2[F:33])=[O:23])=[CH:8][N:9]2[CH2:14][C@H:13]3[N:15]4[CH2:20][CH2:19][CH2:18][C@@H:16]4[CH2:17][N:12]3[C:11](=[O:21])[C:10]=12. Given the reactants [C:1](=[O:47])([O:35][CH2:36][CH2:37][CH2:38][O:39]CC1C=CC=CC=1)[O:2][CH2:3][O:4][C:5]1[C:6](=[O:34])[C:7]([C:22]([NH:24][CH2:25][C:26]2[CH:31]=[CH:30][C:29]([F:32])=[CH:28][C:27]=2[F:33])=[O:23])=[CH:8][N:9]2[CH2:14][C@H:13]3[N:15]4[CH2:20][CH2:19][CH2:18][C@@H:16]4[CH2:17][N:12]3[C:11](=[O:21])[C:10]=12, predict the reaction product.